This data is from NCI-60 drug combinations with 297,098 pairs across 59 cell lines. The task is: Regression. Given two drug SMILES strings and cell line genomic features, predict the synergy score measuring deviation from expected non-interaction effect. (1) Drug 1: CCC1(CC2CC(C3=C(CCN(C2)C1)C4=CC=CC=C4N3)(C5=C(C=C6C(=C5)C78CCN9C7C(C=CC9)(C(C(C8N6C=O)(C(=O)OC)O)OC(=O)C)CC)OC)C(=O)OC)O.OS(=O)(=O)O. Drug 2: CC=C1C(=O)NC(C(=O)OC2CC(=O)NC(C(=O)NC(CSSCCC=C2)C(=O)N1)C(C)C)C(C)C. Cell line: OVCAR3. Synergy scores: CSS=72.1, Synergy_ZIP=2.49, Synergy_Bliss=0.0422, Synergy_Loewe=-2.36, Synergy_HSA=-1.66. (2) Synergy scores: CSS=38.5, Synergy_ZIP=-8.95, Synergy_Bliss=-6.80, Synergy_Loewe=-3.64, Synergy_HSA=-2.90. Drug 1: C1=CC(=CC=C1CCCC(=O)O)N(CCCl)CCCl. Drug 2: CC1CCC2CC(C(=CC=CC=CC(CC(C(=O)C(C(C(=CC(C(=O)CC(OC(=O)C3CCCCN3C(=O)C(=O)C1(O2)O)C(C)CC4CCC(C(C4)OC)O)C)C)O)OC)C)C)C)OC. Cell line: HCT116. (3) Drug 1: CN1CCC(CC1)COC2=C(C=C3C(=C2)N=CN=C3NC4=C(C=C(C=C4)Br)F)OC. Drug 2: C(CCl)NC(=O)N(CCCl)N=O. Cell line: U251. Synergy scores: CSS=3.05, Synergy_ZIP=-2.18, Synergy_Bliss=-2.52, Synergy_Loewe=-7.57, Synergy_HSA=-1.97. (4) Drug 1: C1=CC(=CC=C1CC(C(=O)O)N)N(CCCl)CCCl.Cl. Drug 2: CC1C(C(CC(O1)OC2CC(OC(C2O)C)OC3=CC4=CC5=C(C(=O)C(C(C5)C(C(=O)C(C(C)O)O)OC)OC6CC(C(C(O6)C)O)OC7CC(C(C(O7)C)O)OC8CC(C(C(O8)C)O)(C)O)C(=C4C(=C3C)O)O)O)O. Cell line: HCC-2998. Synergy scores: CSS=10.7, Synergy_ZIP=0.248, Synergy_Bliss=5.76, Synergy_Loewe=1.61, Synergy_HSA=2.37.